The task is: Predict the product of the given reaction.. This data is from Forward reaction prediction with 1.9M reactions from USPTO patents (1976-2016). (1) Given the reactants Br[C:2]1[CH:3]=[C:4]2[C:9](=[CH:10][CH:11]=1)[N:8]=[C:7]([CH2:12][CH2:13][N:14]1[CH2:18][CH2:17][CH2:16][C@H:15]1[CH3:19])[CH:6]=[CH:5]2.C([Li])CCC.[F:25][C:26]1[CH:27]=[C:28]([CH:35]=[CH:36][CH:37]=1)[C:29](N(OC)C)=[O:30], predict the reaction product. The product is: [F:25][C:26]1[CH:27]=[C:28]([C:29]([C:2]2[CH:3]=[C:4]3[C:9](=[CH:10][CH:11]=2)[N:8]=[C:7]([CH2:12][CH2:13][N:14]2[CH2:18][CH2:17][CH2:16][C@H:15]2[CH3:19])[CH:6]=[CH:5]3)=[O:30])[CH:35]=[CH:36][CH:37]=1. (2) Given the reactants [CH:1]1([NH2:5])[CH2:4][CH2:3][CH2:2]1.[OH:6][C:7]([C:9]([F:12])([F:11])[F:10])=[O:8].[CH2:13]([N:20]1[CH2:29][CH2:28][C:27]2[C:22](=[N:23][C:24](Cl)=[C:25]([N:30]3[CH2:35][CH2:34][CH:33]([O:36][C:37]4[CH:42]=[CH:41][C:40]([O:43][CH3:44])=[CH:39][C:38]=4[F:45])[CH2:32][CH2:31]3)[N:26]=2)[CH2:21]1)[C:14]1[CH:19]=[CH:18][CH:17]=[CH:16][CH:15]=1.CC(C)([O-])C.[Na+], predict the reaction product. The product is: [CH2:13]([N:20]1[CH2:29][CH2:28][C:27]2[C:22](=[N:23][C:24]([NH:5][CH:1]3[CH2:4][CH2:3][CH2:2]3)=[C:25]([N:30]3[CH2:31][CH2:32][CH:33]([O:36][C:37]4[CH:42]=[CH:41][C:40]([O:43][CH3:44])=[CH:39][C:38]=4[F:45])[CH2:34][CH2:35]3)[N:26]=2)[CH2:21]1)[C:14]1[CH:19]=[CH:18][CH:17]=[CH:16][CH:15]=1.[C:7]([OH:8])([C:9]([F:12])([F:11])[F:10])=[O:6]. (3) Given the reactants [CH3:1][C:2]([CH3:7])=[CH:3][C:4](Cl)=[O:5].[Br:8][C:9]1[CH:15]=[CH:14][C:12]([NH2:13])=[CH:11][CH:10]=1.C(N(CC)CC)C, predict the reaction product. The product is: [Br:8][C:9]1[CH:15]=[CH:14][C:12]([NH:13][C:4](=[O:5])[CH:3]=[C:2]([CH3:7])[CH3:1])=[CH:11][CH:10]=1. (4) Given the reactants C[O:2][C:3]([C:5]1[C:10]([N:11]([CH2:20][CH:21]([F:23])[F:22])[S:12]([CH2:15][C:16]([O:18][CH3:19])=[O:17])(=[O:14])=[O:13])=[N:9][CH:8]=[CH:7][N:6]=1)=O.C[Si](C)(C)[N-][Si](C)(C)C.[Na+], predict the reaction product. The product is: [CH3:19][O:18][C:16]([C:15]1[S:12](=[O:14])(=[O:13])[N:11]([CH2:20][CH:21]([F:23])[F:22])[C:10]2[C:5]([C:3]=1[OH:2])=[N:6][CH:7]=[CH:8][N:9]=2)=[O:17]. (5) Given the reactants [C:1](OC(=O)C)(=[O:3])[CH3:2].[NH2:8][C@@H:9]([CH3:29])[CH2:10][O:11][C:12]1[CH:13]=[CH:14][C:15]([C:18]2([CH3:28])[CH2:22][C:21]3[CH:23]=[CH:24][C:25]([OH:27])=[CH:26][C:20]=3[O:19]2)=[N:16][CH:17]=1, predict the reaction product. The product is: [OH:27][C:25]1[CH:24]=[CH:23][C:21]2[CH2:22][C:18]([C:15]3[N:16]=[CH:17][C:12]([O:11][CH2:10][C@@H:9]([NH:8][C:1](=[O:3])[CH3:2])[CH3:29])=[CH:13][CH:14]=3)([CH3:28])[O:19][C:20]=2[CH:26]=1. (6) Given the reactants Br[C:2]1[CH:7]=[CH:6][CH:5]=[C:4]([CH3:8])[N:3]=1.[CH3:9][Si:10]([C:13]#[CH:14])([CH3:12])[CH3:11], predict the reaction product. The product is: [CH3:8][C:4]1[CH:5]=[CH:6][CH:7]=[C:2]([C:14]#[C:13][Si:10]([CH3:12])([CH3:11])[CH3:9])[N:3]=1. (7) Given the reactants [Cl:1][C:2]1[C:7]([C:8]#[C:9][C:10]2[CH:15]=[CH:14][C:13]([Cl:16])=[CH:12][CH:11]=2)=[CH:6][N:5]=[C:4]([N:17]=[CH:18]N(C)C)[N:3]=1.C([OH:25])(C)C.CS(O)(=O)=O, predict the reaction product. The product is: [Cl:1][C:2]1[C:7]([C:8]#[C:9][C:10]2[CH:15]=[CH:14][C:13]([Cl:16])=[CH:12][CH:11]=2)=[CH:6][N:5]=[C:4]([NH:17][CH:18]=[O:25])[N:3]=1.